This data is from Reaction yield outcomes from USPTO patents with 853,638 reactions. The task is: Predict the reaction yield, written as a fraction of the theoretical maximum amount of product (1.0 means a 100% yield; for example, 0.34 means a 34% yield). The product is [Br:54][C:22]1[N:21]([S:24]([C:27]2[CH:32]=[CH:31][CH:30]=[CH:29][CH:28]=2)(=[O:26])=[O:25])[C:18]2[N:19]=[CH:20][C:15]3[CH2:14][N:13]([C:33]4[C:34]([F:44])=[C:35]([O:42][CH3:43])[CH:36]=[C:37]([O:40][CH3:41])[C:38]=4[F:39])[C:12](=[O:45])[N:11]([CH2:10][CH2:9][O:8][Si:1]([C:4]([CH3:6])([CH3:7])[CH3:5])([CH3:2])[CH3:3])[C:16]=3[C:17]=2[CH:23]=1. The reactants are [Si:1]([O:8][CH2:9][CH2:10][N:11]1[C:16]2[C:17]3[CH:23]=[CH:22][N:21]([S:24]([C:27]4[CH:32]=[CH:31][CH:30]=[CH:29][CH:28]=4)(=[O:26])=[O:25])[C:18]=3[N:19]=[CH:20][C:15]=2[CH2:14][N:13]([C:33]2[C:38]([F:39])=[C:37]([O:40][CH3:41])[CH:36]=[C:35]([O:42][CH3:43])[C:34]=2[F:44])[C:12]1=[O:45])([C:4]([CH3:7])([CH3:6])[CH3:5])([CH3:3])[CH3:2].C(NC(C)C)(C)C.[Li].[Br:54]C(Cl)(Cl)C(Br)(Cl)Cl. The yield is 0.910. The catalyst is O1CCCC1.